Dataset: Forward reaction prediction with 1.9M reactions from USPTO patents (1976-2016). Task: Predict the product of the given reaction. (1) Given the reactants CC1(C)C(C)(C)OB([C:9]2[CH:14]=[CH:13][N:12]=[CH:11][CH:10]=2)O1.C(=O)(O)[O-].[Na+].[CH2:21]([O:28][C:29]1[CH:44]=[CH:43][C:42](Br)=[CH:41][C:30]=1[C:31]([O:33][CH2:34][C:35]1[CH:40]=[CH:39][CH:38]=[CH:37][CH:36]=1)=[O:32])[C:22]1[CH:27]=[CH:26][CH:25]=[CH:24][CH:23]=1, predict the reaction product. The product is: [CH2:21]([O:28][C:29]1[CH:44]=[CH:43][C:42]([C:9]2[CH:10]=[CH:11][N:12]=[CH:13][CH:14]=2)=[CH:41][C:30]=1[C:31]([O:33][CH2:34][C:35]1[CH:36]=[CH:37][CH:38]=[CH:39][CH:40]=1)=[O:32])[C:22]1[CH:23]=[CH:24][CH:25]=[CH:26][CH:27]=1. (2) Given the reactants [CH:1]1([N:6]2[C:15]3[N:14]=[C:13]([C:16]4[C:17]([C:22]5[CH:27]=[CH:26][CH:25]=[CH:24][CH:23]=5)=[N:18]C=[N:20][CH:21]=4)[N:12]=[CH:11][C:10]=3[N:9]3[CH:28]=[N:29][N:30]=[C:8]3[C@H:7]2[CH2:31][CH3:32])[CH2:5][CH2:4][CH2:3][CH2:2]1.NN.Cl.C([O-])([O-])=O.[Na+].[Na+], predict the reaction product. The product is: [CH:1]1([N:6]2[C:15]3[N:14]=[C:13]([C:16]4[CH:21]=[N:20][NH:18][C:17]=4[C:22]4[CH:23]=[CH:24][CH:25]=[CH:26][CH:27]=4)[N:12]=[CH:11][C:10]=3[N:9]3[CH:28]=[N:29][N:30]=[C:8]3[C@H:7]2[CH2:31][CH3:32])[CH2:5][CH2:4][CH2:3][CH2:2]1. (3) Given the reactants CC(C)([O-])C.[Na+].[F:7][C:8]([F:12])([F:11])[CH2:9][O-:10].[Na+].[Cl:14][C:15]1[CH:20]=[CH:19][C:18]([CH:21](Cl)Cl)=[CH:17][C:16]=1[O:24][CH3:25].[F:26][C:27]([F:31])([F:30])[CH2:28][OH:29], predict the reaction product. The product is: [F:7][C:8]([F:12])([F:11])[CH2:9][O:10][CH:21]([O:29][CH2:28][C:27]([F:31])([F:30])[F:26])[C:18]1[CH:19]=[CH:20][C:15]([Cl:14])=[C:16]([O:24][CH3:25])[CH:17]=1.